Task: Regression. Given two drug SMILES strings and cell line genomic features, predict the synergy score measuring deviation from expected non-interaction effect.. Dataset: NCI-60 drug combinations with 297,098 pairs across 59 cell lines Drug 1: CN1CCC(CC1)COC2=C(C=C3C(=C2)N=CN=C3NC4=C(C=C(C=C4)Br)F)OC. Drug 2: C1=CN(C=N1)CC(O)(P(=O)(O)O)P(=O)(O)O. Cell line: MALME-3M. Synergy scores: CSS=9.92, Synergy_ZIP=-0.0742, Synergy_Bliss=6.28, Synergy_Loewe=5.50, Synergy_HSA=5.65.